From a dataset of Forward reaction prediction with 1.9M reactions from USPTO patents (1976-2016). Predict the product of the given reaction. Given the reactants CC(O)(CC)C.[Br:7][C:8]1[C:9](Cl)=[C:10]2[C:16]([N+:17]([O-:19])=[O:18])=[CH:15][NH:14][C:11]2=[N:12][CH:13]=1.[NH:21]1[CH2:26][CH2:25][CH2:24][C@@H:23]([NH:27][C:28](=[O:34])[O:29][C:30]([CH3:33])([CH3:32])[CH3:31])[CH2:22]1.CN1CCOCC1, predict the reaction product. The product is: [Br:7][C:8]1[C:9]([N:21]2[CH2:26][CH2:25][CH2:24][C@@H:23]([NH:27][C:28]([O:29][C:30]([CH3:33])([CH3:32])[CH3:31])=[O:34])[CH2:22]2)=[C:10]2[C:16]([N+:17]([O-:19])=[O:18])=[CH:15][NH:14][C:11]2=[N:12][CH:13]=1.